This data is from Forward reaction prediction with 1.9M reactions from USPTO patents (1976-2016). The task is: Predict the product of the given reaction. Given the reactants [CH2:1]([O:8][C@H:9]1[O:18][C@H:17]2[C@@H:12]([O:13][CH:14]([C:19]3[CH:24]=[CH:23][CH:22]=[CH:21][CH:20]=3)[O:15][CH2:16]2)[C@H:11]([O:25][Si](C(C)(C)C)(C)C)[C@@H:10]1[OH:33])[C:2]1[CH:7]=[CH:6][CH:5]=[CH:4][CH:3]=1.CC(O)=O.[F-].[CH2:39]([N+](CCCC)(CCCC)CCCC)[CH2:40][CH2:41]C.[CH2:56]1[CH2:60]O[CH2:58][CH2:57]1, predict the reaction product. The product is: [CH2:14]([O:15][C@H:16]1[O:33][C@H:10]2[C@@H:11]([O:25][CH:1]([C:2]3[CH:3]=[CH:4][CH:5]=[CH:6][CH:7]=3)[O:8][CH2:9]2)[C@H:12]([OH:13])[C@@H:17]1[O:18][CH2:58][C:57]1[CH:41]=[CH:40][CH:39]=[CH:60][CH:56]=1)[C:19]1[CH:20]=[CH:21][CH:22]=[CH:23][CH:24]=1.